From a dataset of Catalyst prediction with 721,799 reactions and 888 catalyst types from USPTO. Predict which catalyst facilitates the given reaction. (1) Reactant: [NH:1]1[C:9]2[C:4](=[CH:5][CH:6]=[CH:7][CH:8]=2)[CH:3]=[N:2]1.[F:10][C:11]1[CH:16]=[C:15]([F:17])[CH:14]=[CH:13][C:12]=1[C@@:18]1([CH2:22][N:23]2[CH:27]=[N:26][CH:25]=[N:24]2)[C@H:20]([CH3:21])[O:19]1.C(=O)([O-])[O-].[K+].[K+].O. Product: [F:10][C:11]1[CH:16]=[C:15]([F:17])[CH:14]=[CH:13][C:12]=1[C@:18]([OH:19])([C@H:20]([N:1]1[C:9]2[C:4](=[CH:5][CH:6]=[CH:7][CH:8]=2)[CH:3]=[N:2]1)[CH3:21])[CH2:22][N:23]1[CH:27]=[N:26][CH:25]=[N:24]1. The catalyst class is: 39. (2) Reactant: [NH2:1][C:2]1[CH:3]=[C:4]2[C:9](=[CH:10][CH:11]=1)[N:8]=[CH:7][C:6]([C:12]#[N:13])=[C:5]2[NH:14][C:15]1[CH:20]=[CH:19][C:18]([F:21])=[C:17]([Cl:22])[CH:16]=1.O=[CH:24][C:25]([O:27][CH2:28][CH3:29])=[O:26].[BH3-]C#N.[Na+]. Product: [Cl:22][C:17]1[CH:16]=[C:15]([NH:14][C:5]2[C:4]3[C:9](=[CH:10][CH:11]=[C:2]([NH:1][CH2:24][C:25]([O:27][CH2:28][CH3:29])=[O:26])[CH:3]=3)[N:8]=[CH:7][C:6]=2[C:12]#[N:13])[CH:20]=[CH:19][C:18]=1[F:21]. The catalyst class is: 14. (3) Reactant: [H-].[Na+].[Br:3][C:4]1[CH:9]=[CH:8][C:7]([NH:10][C:11]2[N:16]=[C:15]([C:17]3[CH:22]=[CH:21][CH:20]=[CH:19][CH:18]=3)[N:14]=[C:13]([C:23]3[CH:28]=[CH:27][CH:26]=[CH:25][CH:24]=3)[N:12]=2)=[CH:6][CH:5]=1.Cl[C:30]1[N:35]=[C:34]([C:36]2[CH:41]=[CH:40][CH:39]=[CH:38][CH:37]=2)[N:33]=[C:32]([C:42]2[CH:47]=[CH:46][CH:45]=[CH:44][CH:43]=2)[N:31]=1. Product: [Br:3][C:4]1[CH:5]=[CH:6][C:7]([N:10]([C:30]2[N:35]=[C:34]([C:36]3[CH:41]=[CH:40][CH:39]=[CH:38][CH:37]=3)[N:33]=[C:32]([C:42]3[CH:43]=[CH:44][CH:45]=[CH:46][CH:47]=3)[N:31]=2)[C:11]2[N:12]=[C:13]([C:23]3[CH:24]=[CH:25][CH:26]=[CH:27][CH:28]=3)[N:14]=[C:15]([C:17]3[CH:22]=[CH:21][CH:20]=[CH:19][CH:18]=3)[N:16]=2)=[CH:8][CH:9]=1. The catalyst class is: 1. (4) Reactant: [NH2:1][C:2]1[CH:7]=[CH:6][C:5]([C:8]([CH3:15])([CH3:14])[CH2:9][NH:10][C:11](=[O:13])[CH3:12])=[C:4]([C:16]2[CH:17]=[N:18][CH:19]=[CH:20][CH:21]=2)[CH:3]=1.[CH3:22][O:23][C:24]1[CH:25]=[C:26]([CH:30]=[CH:31][C:32]=1[O:33][CH3:34])[C:27](Cl)=[O:28].C(N(CC)CC)C. Product: [C:11]([NH:10][CH2:9][C:8]([C:5]1[CH:6]=[CH:7][C:2]([NH:1][C:27](=[O:28])[C:26]2[CH:30]=[CH:31][C:32]([O:33][CH3:34])=[C:24]([O:23][CH3:22])[CH:25]=2)=[CH:3][C:4]=1[C:16]1[CH:17]=[N:18][CH:19]=[CH:20][CH:21]=1)([CH3:15])[CH3:14])(=[O:13])[CH3:12]. The catalyst class is: 2. (5) Reactant: [I:1][C:2]1[C:3]([S:11][C:12]2[NH:13][C:14]3[CH:19]=[CH:18][N:17]=[C:16]([NH2:20])[C:15]=3[N:21]=2)=[CH:4][C:5]2[O:9][CH2:8][O:7][C:6]=2[CH:10]=1.Br[CH2:23][CH2:24][CH2:25][N:26]1[C:34](=[O:35])[C:33]2[C:28](=[CH:29][CH:30]=[CH:31][CH:32]=2)[C:27]1=[O:36].C([O-])([O-])=O.[Cs+].[Cs+].NC1C2N=C(SC3C(I)=CC4OCOC=4C=3)N(CCN3C(=O)C4C(=CC=CC=4)C3=O)C=2C=CN=1. Product: [NH2:20][C:16]1[C:15]2[N:21]=[C:12]([S:11][C:3]3[C:2]([I:1])=[CH:10][C:6]4[O:7][CH2:8][O:9][C:5]=4[CH:4]=3)[N:13]([CH2:23][CH2:24][CH2:25][N:26]3[C:34](=[O:35])[C:33]4[C:28](=[CH:29][CH:30]=[CH:31][CH:32]=4)[C:27]3=[O:36])[C:14]=2[CH:19]=[CH:18][N:17]=1. The catalyst class is: 3. (6) Reactant: [Cl:1][C:2]1[CH:7]=[CH:6][CH:5]=[C:4]([Cl:8])[C:3]=1[C:9]1[NH:13][C:12](=[O:14])[N:11]([C:15]2[CH:24]=[CH:23][C:18]([C:19]([O:21][CH3:22])=[O:20])=[C:17]([O:25][CH3:26])[CH:16]=2)[N:10]=1.[H-].[Na+].[CH2:29](Br)[CH3:30]. Product: [Cl:1][C:2]1[CH:7]=[CH:6][CH:5]=[C:4]([Cl:8])[C:3]=1[C:9]1[N:13]([CH2:29][CH3:30])[C:12](=[O:14])[N:11]([C:15]2[CH:24]=[CH:23][C:18]([C:19]([O:21][CH3:22])=[O:20])=[C:17]([O:25][CH3:26])[CH:16]=2)[N:10]=1. The catalyst class is: 3. (7) Reactant: [NH2:1][CH2:2][C:3]1([C:8]2[CH:9]=[C:10]([NH:14][C:15](=[O:26])[C:16]3[CH:21]=[CH:20][C:19]([O:22][CH3:23])=[C:18]([O:24][CH3:25])[CH:17]=3)[CH:11]=[CH:12][CH:13]=2)[CH2:7][CH2:6][CH2:5][CH2:4]1.[CH3:27][N:28]1[C:36]2[C:31](=[CH:32][CH:33]=[CH:34][CH:35]=2)[C:30]([C:37](O)=[O:38])=[N:29]1.C1C=CC2N(O)N=NC=2C=1.C(Cl)CCl. Product: [CH3:25][O:24][C:18]1[CH:17]=[C:16]([CH:21]=[CH:20][C:19]=1[O:22][CH3:23])[C:15]([NH:14][C:10]1[CH:9]=[C:8]([C:3]2([CH2:2][NH:1][C:37]([C:30]3[C:31]4[C:36](=[CH:35][CH:34]=[CH:33][CH:32]=4)[N:28]([CH3:27])[N:29]=3)=[O:38])[CH2:4][CH2:5][CH2:6][CH2:7]2)[CH:13]=[CH:12][CH:11]=1)=[O:26]. The catalyst class is: 2.